Dataset: Full USPTO retrosynthesis dataset with 1.9M reactions from patents (1976-2016). Task: Predict the reactants needed to synthesize the given product. (1) Given the product [C:21]([NH:2][CH2:1][CH2:3][N:4]1[C:12]2[C:7](=[CH:8][CH:9]=[C:10]([O:13][CH3:14])[CH:11]=2)[CH:6]=[C:5]1[C:15]([O:17][CH2:18][CH3:19])=[O:16])(=[O:20])[CH3:22], predict the reactants needed to synthesize it. The reactants are: [C:1]([CH2:3][N:4]1[C:12]2[C:7](=[CH:8][CH:9]=[C:10]([O:13][CH3:14])[CH:11]=2)[CH:6]=[C:5]1[C:15]([O:17][CH2:18][CH3:19])=[O:16])#[N:2].[O:20]1CC[CH2:22][CH2:21]1. (2) Given the product [NH2:29][C:26]1[CH:27]=[CH:28][C:23]([O:22][C:18]2[N:19]=[CH:20][N:21]=[C:16]([NH:15][C:12]3[CH:11]=[CH:10][C:9]([O:8][CH2:1][C:2]4[CH:7]=[CH:6][CH:5]=[CH:4][CH:3]=4)=[CH:14][CH:13]=3)[CH:17]=2)=[C:24]([F:33])[CH:25]=1, predict the reactants needed to synthesize it. The reactants are: [CH2:1]([O:8][C:9]1[CH:14]=[CH:13][C:12]([NH:15][C:16]2[N:21]=[CH:20][N:19]=[C:18]([O:22][C:23]3[CH:28]=[CH:27][C:26]([NH:29]C(=O)C)=[CH:25][C:24]=3[F:33])[CH:17]=2)=[CH:11][CH:10]=1)[C:2]1[CH:7]=[CH:6][CH:5]=[CH:4][CH:3]=1.Cl. (3) Given the product [Cl:31][C:32]1[CH:37]=[CH:36][C:35]([Cl:38])=[CH:34][C:33]=1[S:39]([NH:1][C@H:2]1[CH2:6][N:5]([C:7]([O:9][C:10]([CH3:12])([CH3:13])[CH3:11])=[O:8])[C@@H:4]([CH2:14][O:15][C:16]2[CH:17]=[CH:18][CH:19]=[CH:20][CH:21]=2)[CH2:3]1)(=[O:41])=[O:40], predict the reactants needed to synthesize it. The reactants are: [NH2:1][CH:2]1[CH2:6][N:5]([C:7]([O:9][C:10]([CH3:13])([CH3:12])[CH3:11])=[O:8])[C@@H:4]([CH2:14][O:15][C:16]2[CH:21]=[CH:20][CH:19]=[CH:18][CH:17]=2)[CH2:3]1.CCN(C(C)C)C(C)C.[Cl:31][C:32]1[CH:37]=[CH:36][C:35]([Cl:38])=[CH:34][C:33]=1[S:39](Cl)(=[O:41])=[O:40]. (4) Given the product [CH3:1][O:2][C:3]([C:5]1[CH:6]=[N:7][N:8]2[CH:13]=[C:12]([C:14]3[C:19]([F:20])=[CH:18][CH:17]=[CH:16][C:15]=3[F:21])[C:11]([C:14]3[CH:19]=[CH:18][C:17]([CH:23]=[O:26])=[CH:16][CH:15]=3)=[N:10][C:9]=12)=[O:4], predict the reactants needed to synthesize it. The reactants are: [CH3:1][O:2][C:3]([C:5]1[CH:6]=[N:7][N:8]2[CH:13]=[C:12]([C:14]3[C:19]([F:20])=[CH:18][CH:17]=[CH:16][C:15]=3[F:21])[C:11](Cl)=[N:10][C:9]=12)=[O:4].[C:23]([O-:26])([O-])=O.[Na+].[Na+]. (5) Given the product [CH3:18][O:19][C:20]([C:21]1[C:22]([CH:24]([CH3:26])[CH3:25])=[N:1][C:2]2[C:3]([C:9]=1[C:11]1[CH:16]=[CH:15][CH:14]=[CH:13][C:12]=1[F:17])=[CH:4][CH:5]=[C:6]([Cl:8])[CH:7]=2)=[O:27], predict the reactants needed to synthesize it. The reactants are: [NH2:1][C:2]1[CH:7]=[C:6]([Cl:8])[CH:5]=[CH:4][C:3]=1[C:9]([C:11]1[CH:16]=[CH:15][CH:14]=[CH:13][C:12]=1[F:17])=O.[CH3:18][O:19][C:20](=[O:27])[CH2:21][C:22]([CH:24]1[CH2:26][CH2:25]1)=O. (6) Given the product [Cl:4][C:5]1[C:6]([O:30][CH2:31][O:32][CH3:33])=[CH:7][C:8]([O:26][CH2:27][O:28][CH3:29])=[C:9]([CH:25]=1)[C:10]([N:12]1[CH2:20][C:19]2[C:14](=[CH:15][CH:16]=[CH:17][CH:18]=2)[CH:13]1[C:21]([OH:23])=[O:22])=[O:11], predict the reactants needed to synthesize it. The reactants are: O.[OH-].[Li+].[Cl:4][C:5]1[C:6]([O:30][CH2:31][O:32][CH3:33])=[CH:7][C:8]([O:26][CH2:27][O:28][CH3:29])=[C:9]([CH:25]=1)[C:10]([N:12]1[CH2:20][C:19]2[C:14](=[CH:15][CH:16]=[CH:17][CH:18]=2)[CH:13]1[C:21]([O:23]C)=[O:22])=[O:11]. (7) Given the product [CH3:19][O:18][C:12]1[CH:11]=[C:10]([CH:8]2[CH2:4][O:9]2)[CH:17]=[CH:16][C:13]=1[C:14]#[N:15], predict the reactants needed to synthesize it. The reactants are: [H-].[Na+].[I-].[CH3:4][S+](C)C.[CH:8]([C:10]1[CH:17]=[CH:16][C:13]([C:14]#[N:15])=[C:12]([O:18][CH3:19])[CH:11]=1)=[O:9].